From a dataset of Forward reaction prediction with 1.9M reactions from USPTO patents (1976-2016). Predict the product of the given reaction. (1) Given the reactants Cl[C:2]1[C:9]([N+:10]([O-:12])=[O:11])=[C:8]([CH3:13])[C:5]([C:6]#[N:7])=[C:4]([CH3:14])[N:3]=1.[NH2:15][C:16]1[CH:21]=[CH:20][C:19]([CH2:22][CH2:23][OH:24])=[CH:18][CH:17]=1, predict the reaction product. The product is: [OH:24][CH2:23][CH2:22][C:19]1[CH:20]=[CH:21][C:16]([NH:15][C:2]2[C:9]([N+:10]([O-:12])=[O:11])=[C:8]([CH3:13])[C:5]([C:6]#[N:7])=[C:4]([CH3:14])[N:3]=2)=[CH:17][CH:18]=1. (2) Given the reactants [CH3:1][N:2]([CH2:9][CH3:10])[C:3]1[CH:8]=[CH:7][CH:6]=[CH:5][CH:4]=1.[Br:11][CH2:12][CH2:13][CH3:14], predict the reaction product. The product is: [Br-:11].[CH2:12]([N+:2]([CH3:1])([CH2:9][CH3:10])[C:3]1[CH:8]=[CH:7][CH:6]=[CH:5][CH:4]=1)[CH2:13][CH3:14]. (3) Given the reactants [CH3:1][O:2][C:3]1[CH:4]=[C:5]2[C:9](=[CH:10][CH:11]=1)[NH:8][C:7]([C:12]([O:14][CH2:15][CH3:16])=[O:13])=[CH:6]2.[H-].[Na+].Cl[CH2:20][C:21]#[N:22], predict the reaction product. The product is: [C:21]([CH2:20][N:8]1[C:9]2[C:5](=[CH:4][C:3]([O:2][CH3:1])=[CH:11][CH:10]=2)[CH:6]=[C:7]1[C:12]([O:14][CH2:15][CH3:16])=[O:13])#[N:22]. (4) Given the reactants [CH3:1][O:2][C:3]1[CH:4]=[C:5]2[C:9](=[CH:10][CH:11]=1)[N:8]([CH3:12])[CH:7]=[C:6]2[C:13]1[N:31]([CH2:32][O:33][CH2:34][CH2:35][Si:36]([CH3:39])([CH3:38])[CH3:37])[C:16]2=[N:17][CH:18]=[C:19]([CH2:21][NH:22][C:23](=O)C3C=CC=CC=3)[N:20]=[C:15]2[CH:14]=1.COC1C=CC(P2(SP(C3C=CC(OC)=CC=3)(=S)S2)=S)=CC=1, predict the reaction product. The product is: [CH3:1][O:2][C:3]1[CH:4]=[C:5]2[C:9](=[CH:10][CH:11]=1)[N:8]([CH3:12])[CH:7]=[C:6]2[C:13]1[N:31]([CH2:32][O:33][CH2:34][CH2:35][Si:36]([CH3:38])([CH3:37])[CH3:39])[C:16]2[N:17]=[CH:18][C:19]3[N:20]([CH:23]=[N:22][CH:21]=3)[C:15]=2[CH:14]=1. (5) Given the reactants [Cl:1][C:2]1[C:10]2[N:9]=[C:8]3[N:11]([C:15]4[CH:20]=[CH:19][C:18]([Cl:21])=[CH:17][C:16]=4[Cl:22])[CH2:12][CH2:13][CH2:14][N:7]3[C:6]=2[C:5]([CH:23]([OH:26])[CH2:24][CH3:25])=[CH:4][CH:3]=1.[OH:27][C:28]([CH3:34])([CH3:33])[CH2:29][C:30](O)=[O:31].C(N(CC)CC)C.Cl.C(N=C=NCCCN(C)C)C, predict the reaction product. The product is: [OH:27][C:28]([CH3:34])([CH3:33])[CH2:29][C:30]([O:26][CH:23]([C:5]1[C:6]2[N:7]3[CH2:14][CH2:13][CH2:12][N:11]([C:15]4[CH:20]=[CH:19][C:18]([Cl:21])=[CH:17][C:16]=4[Cl:22])[C:8]3=[N:9][C:10]=2[C:2]([Cl:1])=[CH:3][CH:4]=1)[CH2:24][CH3:25])=[O:31]. (6) Given the reactants C([N:8]1[C:16]2[C:15]([O:17][C:18]3[C:23]([CH3:24])=[CH:22][C:21]([CH3:25])=[CH:20][C:19]=3[CH3:26])=[N:14][C:13]([NH:27][C:28]3[CH:35]=[CH:34][C:31]([C:32]#[N:33])=[CH:30][CH:29]=3)=[N:12][C:11]=2[CH:10]=[CH:9]1)C1C=CC=CC=1.[Al+3].[Cl-].[Cl-].[Cl-], predict the reaction product. The product is: [C:19]1([CH3:26])[CH:20]=[C:21]([CH3:25])[CH:22]=[C:23]([CH3:24])[C:18]=1[O:17][C:15]1[C:16]2[NH:8][CH:9]=[CH:10][C:11]=2[N:12]=[C:13]([NH:27][C:28]2[CH:35]=[CH:34][C:31]([C:32]#[N:33])=[CH:30][CH:29]=2)[N:14]=1. (7) Given the reactants [Cl:1][C:2]1[CH:3]=[N:4][CH:5]=[C:6]([C:8]#[CH:9])[CH:7]=1.[F:10][C:11]1[CH:16]=[CH:15][C:14](I)=[CH:13][C:12]=1[C:18]([F:21])([F:20])[F:19], predict the reaction product. The product is: [Cl:1][C:2]1[CH:3]=[N:4][CH:5]=[C:6]([C:8]#[C:9][C:14]2[CH:15]=[CH:16][C:11]([F:10])=[C:12]([C:18]([F:21])([F:20])[F:19])[CH:13]=2)[CH:7]=1. (8) Given the reactants [F:1][C:2]1[CH:14]=[CH:13][C:12]2[CH2:15][CH2:16][N:17](C)[CH2:18][CH2:19][N:10]3[C:11]=2[C:3]=1[C:4]1[CH2:5][CH2:6][CH2:7][CH2:8][C:9]=13.ClC(OC(Cl)C)=O, predict the reaction product. The product is: [F:1][C:2]1[CH:14]=[CH:13][C:12]2[CH2:15][CH2:16][NH:17][CH2:18][CH2:19][N:10]3[C:11]=2[C:3]=1[C:4]1[CH2:5][CH2:6][CH2:7][CH2:8][C:9]=13.